This data is from Peptide-MHC class I binding affinity with 185,985 pairs from IEDB/IMGT. The task is: Regression. Given a peptide amino acid sequence and an MHC pseudo amino acid sequence, predict their binding affinity value. This is MHC class I binding data. (1) The peptide sequence is RTHTLRDAK. The MHC is HLA-B15:01 with pseudo-sequence HLA-B15:01. The binding affinity (normalized) is 0.0250. (2) The peptide sequence is IYPGHITGHRM. The MHC is Patr-A0901 with pseudo-sequence Patr-A0901. The binding affinity (normalized) is 0.191. (3) The peptide sequence is KLKSLYNTV. The MHC is HLA-A02:01 with pseudo-sequence HLA-A02:01. The binding affinity (normalized) is 0.695. (4) The peptide sequence is SCDDVVFGI. The MHC is HLA-A68:02 with pseudo-sequence HLA-A68:02. The binding affinity (normalized) is 0.471. (5) The peptide sequence is YTDLTYQSF. The binding affinity (normalized) is 0.0847. The MHC is HLA-A69:01 with pseudo-sequence HLA-A69:01. (6) The peptide sequence is KAMHDKKIDI. The MHC is HLA-A02:06 with pseudo-sequence HLA-A02:06. The binding affinity (normalized) is 0.0589. (7) The binding affinity (normalized) is 0.623. The MHC is HLA-A32:15 with pseudo-sequence HLA-A32:15. The peptide sequence is YSLMSRYQF. (8) The binding affinity (normalized) is 0.118. The peptide sequence is EGCPKPHRL. The MHC is HLA-A01:01 with pseudo-sequence HLA-A01:01. (9) The peptide sequence is HSKKKCDDL. The MHC is HLA-B51:01 with pseudo-sequence HLA-B51:01. The binding affinity (normalized) is 0.